Dataset: Catalyst prediction with 721,799 reactions and 888 catalyst types from USPTO. Task: Predict which catalyst facilitates the given reaction. (1) Reactant: [CH3:1][O:2][C:3]1[CH:4]=[C:5]([C:11]#[C:12][C:13]2[CH:14]=[N:15][C:16]([NH:19][C:20]3[CH:25]=[CH:24][C:23]([N:26]4[CH2:31][CH2:30][CH:29]([N:32]5[CH2:37][CH2:36][N:35]([CH3:38])[CH2:34][CH2:33]5)[CH2:28][CH2:27]4)=[C:22]([O:39][CH3:40])[CH:21]=3)=[N:17][CH:18]=2)[CH:6]=[C:7]([O:9][CH3:10])[CH:8]=1.CO. Product: [CH3:10][O:9][C:7]1[CH:6]=[C:5]([CH2:11][CH2:12][C:13]2[CH:14]=[N:15][C:16]([NH:19][C:20]3[CH:25]=[CH:24][C:23]([N:26]4[CH2:27][CH2:28][CH:29]([N:32]5[CH2:37][CH2:36][N:35]([CH3:38])[CH2:34][CH2:33]5)[CH2:30][CH2:31]4)=[C:22]([O:39][CH3:40])[CH:21]=3)=[N:17][CH:18]=2)[CH:4]=[C:3]([O:2][CH3:1])[CH:8]=1. The catalyst class is: 481. (2) Reactant: [C:1]([C:3]1[CH:8]=[CH:7][CH:6]=[CH:5][C:4]=1[NH:9][C:10]([CH:12]1[CH2:17][CH2:16][N:15]([CH3:18])[CH2:14][CH2:13]1)=O)#[N:2].[C:19]1([Mg]Br)[CH:24]=[CH:23][CH:22]=[CH:21][CH:20]=1.[Cl-].[NH4+]. Product: [CH3:18][N:15]1[CH2:16][CH2:17][CH:12]([C:10]2[N:2]=[C:1]([C:19]3[CH:24]=[CH:23][CH:22]=[CH:21][CH:20]=3)[C:3]3[C:4](=[CH:5][CH:6]=[CH:7][CH:8]=3)[N:9]=2)[CH2:13][CH2:14]1. The catalyst class is: 28. (3) Reactant: [CH3:1][O:2][C:3]1[CH:41]=[CH:40][C:6]([CH2:7][N:8]([CH2:31][C:32]2[CH:37]=[CH:36][C:35]([O:38][CH3:39])=[CH:34][CH:33]=2)[C:9]2[N:14]=[C:13]([CH3:15])[N:12]=[C:11]([C:16]3[C:17]([NH:23][C:24]4[CH:25]=[CH:26][C:27]([NH2:30])=[N:28][CH:29]=4)=[N:18][CH:19]=[C:20]([Cl:22])[CH:21]=3)[N:10]=2)=[CH:5][CH:4]=1.N1C=CC=CC=1.[C:48](OC(=O)C)(=[O:50])[CH3:49]. Product: [CH3:39][O:38][C:35]1[CH:34]=[CH:33][C:32]([CH2:31][N:8]([CH2:7][C:6]2[CH:5]=[CH:4][C:3]([O:2][CH3:1])=[CH:41][CH:40]=2)[C:9]2[N:14]=[C:13]([CH3:15])[N:12]=[C:11]([C:16]3[C:17]([NH:23][C:24]4[CH:25]=[CH:26][C:27]([NH:30][C:48](=[O:50])[CH3:49])=[N:28][CH:29]=4)=[N:18][CH:19]=[C:20]([Cl:22])[CH:21]=3)[N:10]=2)=[CH:37][CH:36]=1. The catalyst class is: 3. (4) Reactant: C[O:2][C:3](=[O:36])[CH2:4][C:5]1[C:14]([CH3:15])=[C:13]([CH:16]2[CH2:21][CH2:20][N:19]([C:22](=[O:34])[NH:23][C:24]3[CH:29]=[CH:28][CH:27]=[C:26]([C:30]([F:33])([F:32])[F:31])[CH:25]=3)[CH2:18][CH2:17]2)[C:12]2[C:7](=[CH:8][CH:9]=[C:10]([F:35])[CH:11]=2)[CH:6]=1.O.[OH-].[Li+]. Product: [F:35][C:10]1[CH:11]=[C:12]2[C:7](=[CH:8][CH:9]=1)[CH:6]=[C:5]([CH2:4][C:3]([OH:36])=[O:2])[C:14]([CH3:15])=[C:13]2[CH:16]1[CH2:21][CH2:20][N:19]([C:22](=[O:34])[NH:23][C:24]2[CH:29]=[CH:28][CH:27]=[C:26]([C:30]([F:31])([F:33])[F:32])[CH:25]=2)[CH2:18][CH2:17]1. The catalyst class is: 20. (5) The catalyst class is: 87. Reactant: [Li+:1].[OH-].C([O:5][C:6]([C:8]1[O:9][C:10]([C:13]2[CH:18]=[CH:17][CH:16]=[CH:15][CH:14]=2)=[N:11][N:12]=1)=[O:7])C. Product: [Li+:1].[C:13]1([C:10]2[O:9][C:8]([C:6]([O-:7])=[O:5])=[N:12][N:11]=2)[CH:14]=[CH:15][CH:16]=[CH:17][CH:18]=1. (6) Reactant: [H-].[Na+:2].[CH3:3][C:4]([CH3:33])([CH3:32])[C:5]#[C:6][C:7]1[S:11][C:10]([C:12]([OH:14])=[O:13])=[C:9]([N:15]([CH:25]2[CH2:30][CH2:29][CH:28]([OH:31])[CH2:27][CH2:26]2)[C:16]([CH:18]2[CH2:23][CH2:22][CH:21]([CH3:24])[CH2:20][CH2:19]2)=[O:17])[CH:8]=1.Cl[C:35]1[CH:40]=[C:39]([C:41]([N:43]2[CH2:47][CH2:46][CH2:45][CH2:44]2)=[O:42])[CH:38]=[CH:37][N:36]=1.[OH-].[Na+]. Product: [CH3:33][C:4]([CH3:32])([CH3:3])[C:5]#[C:6][C:7]1[S:11][C:10]([C:12]([O-:14])=[O:13])=[C:9]([N:15]([CH:25]2[CH2:30][CH2:29][CH:28]([O:31][C:37]3[CH:38]=[C:39]([C:41]([N:43]4[CH2:47][CH2:46][CH2:45][CH2:44]4)=[O:42])[CH:40]=[CH:35][N:36]=3)[CH2:27][CH2:26]2)[C:16]([CH:18]2[CH2:23][CH2:22][CH:21]([CH3:24])[CH2:20][CH2:19]2)=[O:17])[CH:8]=1.[Na+:2]. The catalyst class is: 165.